From a dataset of Reaction yield outcomes from USPTO patents with 853,638 reactions. Predict the reaction yield, written as a fraction of the theoretical maximum amount of product (1.0 means a 100% yield; for example, 0.34 means a 34% yield). The reactants are [CH3:1][N:2]([CH2:13][C:14]1[N:15]=[C:16]2[CH:21]=[CH:20][CH:19]=[C:18]([N:22]3[CH2:27][CH2:26][N:25](C(OC(C)(C)C)=O)[CH2:24][CH2:23]3)[N:17]2[CH:35]=1)[CH:3]1[C:12]2[N:11]=[CH:10][CH:9]=[CH:8][C:7]=2[CH2:6][CH2:5][CH2:4]1.FC(F)(F)C(O)=O. The catalyst is ClCCl. The product is [CH3:1][N:2]([CH2:13][C:14]1[N:15]=[C:16]2[CH:21]=[CH:20][CH:19]=[C:18]([N:22]3[CH2:27][CH2:26][NH:25][CH2:24][CH2:23]3)[N:17]2[CH:35]=1)[CH:3]1[C:12]2[N:11]=[CH:10][CH:9]=[CH:8][C:7]=2[CH2:6][CH2:5][CH2:4]1. The yield is 1.00.